This data is from Reaction yield outcomes from USPTO patents with 853,638 reactions. The task is: Predict the reaction yield, written as a fraction of the theoretical maximum amount of product (1.0 means a 100% yield; for example, 0.34 means a 34% yield). (1) The reactants are Cl.[Cl:2][C:3]1[CH:8]=[CH:7][C:6]([NH:9][NH2:10])=[CH:5][CH:4]=1.C([CH:13](O)[C:14]([O-:16])=[O:15])C.[CH3:18]O. The catalyst is C1(C)C=CC=CC=1. The product is [CH3:18][O:16][C:14](=[O:15])[CH:13]=[N:10][NH:9][C:6]1[CH:7]=[CH:8][C:3]([Cl:2])=[CH:4][CH:5]=1. The yield is 0.820. (2) The reactants are [OH-].[K+].Br[CH2:4][C:5]([C:7]1[CH:12]=[CH:11][CH:10]=[CH:9][CH:8]=1)=[O:6].[Br:13][C:14]1[CH:15]=[C:16]([SH:20])[CH:17]=[CH:18][CH:19]=1.O. The catalyst is C(O)C. The product is [Br:13][C:14]1[CH:15]=[C:16]([S:20][CH2:4][C:5]([C:7]2[CH:12]=[CH:11][CH:10]=[CH:9][CH:8]=2)=[O:6])[CH:17]=[CH:18][CH:19]=1. The yield is 1.00. (3) The reactants are [F:1][CH:2]([F:33])[C:3]1[N:7]([CH2:8][C:9]2[C:18]3[C:13](=[CH:14][CH:15]=[CH:16][CH:17]=3)[CH:12]=[CH:11][CH:10]=2)[C:6]2[CH:19]=[C:20]([N:27]3[CH2:32][CH2:31][O:30][CH2:29][CH2:28]3)[CH:21]=[C:22]([C:23]([O:25]C)=[O:24])[C:5]=2[N:4]=1.[Li+].[OH-]. The catalyst is C1COCC1. The product is [F:33][CH:2]([F:1])[C:3]1[N:7]([CH2:8][C:9]2[C:18]3[C:13](=[CH:14][CH:15]=[CH:16][CH:17]=3)[CH:12]=[CH:11][CH:10]=2)[C:6]2[CH:19]=[C:20]([N:27]3[CH2:32][CH2:31][O:30][CH2:29][CH2:28]3)[CH:21]=[C:22]([C:23]([OH:25])=[O:24])[C:5]=2[N:4]=1. The yield is 0.660.